Dataset: CYP2C19 inhibition data for predicting drug metabolism from PubChem BioAssay. Task: Regression/Classification. Given a drug SMILES string, predict its absorption, distribution, metabolism, or excretion properties. Task type varies by dataset: regression for continuous measurements (e.g., permeability, clearance, half-life) or binary classification for categorical outcomes (e.g., BBB penetration, CYP inhibition). Dataset: cyp2c19_veith. The drug is S=c1[nH]nc(CCc2ccccc2)n1Cc1ccccc1. The result is 1 (inhibitor).